From a dataset of Full USPTO retrosynthesis dataset with 1.9M reactions from patents (1976-2016). Predict the reactants needed to synthesize the given product. (1) Given the product [F:23][C:20]1[CH:19]=[CH:18][C:17]([C:13]2[C:12]([CH2:11][O:10][C:7]3[CH:8]=[CH:9][C:4]([C:3]([NH:28][CH2:27][C:26]([F:30])([F:29])[F:25])=[O:24])=[CH:5][N:6]=3)=[CH:16][O:15][N:14]=2)=[CH:22][CH:21]=1, predict the reactants needed to synthesize it. The reactants are: CO[C:3](=[O:24])[C:4]1[CH:9]=[CH:8][C:7]([O:10][CH2:11][C:12]2[C:13]([C:17]3[CH:22]=[CH:21][C:20]([F:23])=[CH:19][CH:18]=3)=[N:14][O:15][CH:16]=2)=[N:6][CH:5]=1.[F:25][C:26]([F:30])([F:29])[CH2:27][NH2:28]. (2) Given the product [F:21][C:4]1[C:3]([CH2:2][NH:1][C:34]([C:31]2([NH:30][C:28]([C:26]3[CH:25]=[N:24][CH:23]=[N:22][CH:27]=3)=[O:29])[CH2:33][CH2:32]2)=[O:35])=[N:8][CH:7]=[C:6]([NH:9][C:10]2[C:15]([C:16]([F:19])([F:17])[F:18])=[CH:14][CH:13]=[CH:12][C:11]=2[F:20])[CH:5]=1, predict the reactants needed to synthesize it. The reactants are: [NH2:1][CH2:2][C:3]1[N:8]=[CH:7][C:6]([NH:9][C:10]2[C:15]([C:16]([F:19])([F:18])[F:17])=[CH:14][CH:13]=[CH:12][C:11]=2[F:20])=[CH:5][C:4]=1[F:21].[N:22]1[CH:27]=[C:26]([C:28]([NH:30][C:31]2([C:34](O)=[O:35])[CH2:33][CH2:32]2)=[O:29])[CH:25]=[N:24][CH:23]=1. (3) Given the product [CH2:14]([O:13][C:11]([N:21]1[CH2:26][CH2:25][N:24]([C:2]2[CH:7]=[CH:6][CH:5]=[C:4]([CH2:8][C:9]#[N:10])[CH:3]=2)[CH2:23][CH2:22]1)=[O:12])[C:15]1[CH:20]=[CH:19][CH:18]=[CH:17][CH:16]=1, predict the reactants needed to synthesize it. The reactants are: Br[C:2]1[CH:3]=[C:4]([CH2:8][C:9]#[N:10])[CH:5]=[CH:6][CH:7]=1.[C:11]([N:21]1[CH2:26][CH2:25][NH:24][CH2:23][CH2:22]1)([O:13][CH2:14][C:15]1[CH:20]=[CH:19][CH:18]=[CH:17][CH:16]=1)=[O:12].P([O-])([O-])([O-])=O.[K+].[K+].[K+]. (4) The reactants are: Br[C:2]1[CH:3]=[C:4]2[C:8](=[CH:9][CH:10]=1)[C:7](=[O:11])[CH2:6][CH:5]2[CH3:12].[CH3:13][N:14]1[CH:18]=[CH:17][CH:16]=[C:15]1[C:19]#[N:20]. Given the product [CH3:13][N:14]1[C:18]([C:2]2[CH:3]=[C:4]3[C:8](=[CH:9][CH:10]=2)[C:7](=[O:11])[CH2:6][CH:5]3[CH3:12])=[CH:17][CH:16]=[C:15]1[C:19]#[N:20], predict the reactants needed to synthesize it. (5) Given the product [SH:17][C:15]1[S:16][C:2]2[CH:8]=[CH:7][C:6]([N+:9]([O-:11])=[O:10])=[CH:5][C:3]=2[N:4]=1, predict the reactants needed to synthesize it. The reactants are: Br[C:2]1[CH:8]=[CH:7][C:6]([N+:9]([O-:11])=[O:10])=[CH:5][C:3]=1[NH2:4].C(O[C:15]([S-:17])=[S:16])C.[K+]. (6) Given the product [OH:9][C:6]1[CH:7]=[CH:8][C:3]([CH:2]=[CH2:1])=[CH:4][CH:5]=1.[C:21]([O:20][C:18]([O:17][C:10]1[CH:5]=[CH:4][C:3]([CH:8]=[CH2:7])=[CH:2][CH:1]=1)=[O:19])([CH3:22])([CH3:23])[CH3:24], predict the reactants needed to synthesize it. The reactants are: [CH:1]#[C:2][C:3]1[CH:8]=[CH:7][C:6]([OH:9])=[CH:5][CH:4]=1.[C:10]([O:17][C:18]([O:20][C:21]([CH3:24])([CH3:23])[CH3:22])=[O:19])(OC(C)(C)C)=O.N1C=CC=CC=1. (7) The reactants are: [F:1][C:2]1[CH:7]=[CH:6][C:5]([O:8][C:9](=[O:34])[N:10]([C@H:13]2[C@H:17]([C:18]3[CH:23]=[CH:22][C:21]([Cl:24])=[C:20]([Cl:25])[CH:19]=3)[CH2:16][N:15]([C:26]([CH:28]3[CH2:33][CH2:32][NH:31][CH2:30][CH2:29]3)=[O:27])[CH2:14]2)[CH2:11][CH3:12])=[CH:4][CH:3]=1.[C:35]([C:38]1[CH:39]=[CH:40][C:41](Br)=[N:42][CH:43]=1)(=[O:37])[CH3:36]. Given the product [F:1][C:2]1[CH:7]=[CH:6][C:5]([O:8][C:9](=[O:34])[N:10]([C@H:13]2[C@H:17]([C:18]3[CH:23]=[CH:22][C:21]([Cl:24])=[C:20]([Cl:25])[CH:19]=3)[CH2:16][N:15]([C:26]([CH:28]3[CH2:33][CH2:32][N:31]([C:41]4[CH:40]=[CH:39][C:38]([C:35](=[O:37])[CH3:36])=[CH:43][N:42]=4)[CH2:30][CH2:29]3)=[O:27])[CH2:14]2)[CH2:11][CH3:12])=[CH:4][CH:3]=1, predict the reactants needed to synthesize it.